Dataset: Full USPTO retrosynthesis dataset with 1.9M reactions from patents (1976-2016). Task: Predict the reactants needed to synthesize the given product. Given the product [Cl:8][C:9]1[CH:17]=[C:16]2[C:12]([C:13]([C:25](=[O:26])[CH:27]([NH:34][C:35]3[CH:40]=[CH:39][N:38]=[C:37]([O:41][CH3:42])[CH:36]=3)[C:28]3[CH:29]=[CH:30][CH:31]=[CH:32][CH:33]=3)=[CH:14][NH:15]2)=[CH:11][CH:10]=1, predict the reactants needed to synthesize it. The reactants are: C(N(CC)CC)C.[Cl:8][C:9]1[CH:17]=[C:16]2[C:12]([C:13]([CH:25]=[O:26])=[CH:14][N:15]2C(OC(C)(C)C)=O)=[CH:11][CH:10]=1.[CH:27](=[N:34][C:35]1[CH:40]=[CH:39][N:38]=[C:37]([O:41][CH3:42])[CH:36]=1)[C:28]1[CH:33]=[CH:32][CH:31]=[CH:30][CH:29]=1.